From a dataset of Forward reaction prediction with 1.9M reactions from USPTO patents (1976-2016). Predict the product of the given reaction. (1) Given the reactants Br[CH2:2][C:3]([C:5]1[CH:6]=[CH:7][C:8]([O:23][CH2:24][C:25]2[CH:30]=[CH:29][CH:28]=[CH:27][CH:26]=2)=[C:9]([N:11]([CH2:16][C:17]2[CH:22]=[CH:21][CH:20]=[CH:19][CH:18]=2)[S:12]([CH3:15])(=[O:14])=[O:13])[CH:10]=1)=[O:4].C(N(CC)C(C)C)(C)C.[C:40]1([C@@H:46]([CH2:48][OH:49])[NH2:47])[CH:45]=[CH:44][CH:43]=[CH:42][CH:41]=1, predict the reaction product. The product is: [OH:4][C@H:3]([C:5]1[CH:6]=[CH:7][C:8]([O:23][CH2:24][C:25]2[CH:30]=[CH:29][CH:28]=[CH:27][CH:26]=2)=[C:9]([N:11]([CH2:16][C:17]2[CH:22]=[CH:21][CH:20]=[CH:19][CH:18]=2)[S:12]([CH3:15])(=[O:14])=[O:13])[CH:10]=1)[CH2:2][NH:47][C@@H:46]([C:40]1[CH:45]=[CH:44][CH:43]=[CH:42][CH:41]=1)[CH2:48][OH:49]. (2) The product is: [F:21][C:14]1[CH:15]=[C:16]([O:19][CH3:20])[CH:17]=[CH:18][C:13]=1[N:12]1[C:8]([C:6](=[O:7])[CH:5]([CH3:25])[CH2:4][CH:3]=[O:2])=[C:9]([C:23]#[N:24])[C:10]([CH3:22])=[N:11]1. Given the reactants C[O:2][CH:3](OC)[CH2:4][CH:5]([CH3:25])[C:6]([C:8]1[N:12]([C:13]2[CH:18]=[CH:17][C:16]([O:19][CH3:20])=[CH:15][C:14]=2[F:21])[N:11]=[C:10]([CH3:22])[C:9]=1[C:23]#[N:24])=[O:7].C(O)(C(F)(F)F)=O.O, predict the reaction product. (3) Given the reactants [CH3:1][O:2][C:3]1[CH:26]=[N:25][C:6]2=[N:7][C:8]([C:18]3[CH:23]=[CH:22][C:21]([CH3:24])=[CH:20][CH:19]=3)=[C:9]([C:11]3[CH:16]=[CH:15][C:14]([CH3:17])=[CH:13][CH:12]=3)[N:10]=[C:5]2[CH:4]=1, predict the reaction product. The product is: [CH3:1][O:2][CH:3]1[CH2:26][NH:25][C:6]2=[N:7][C:8]([C:18]3[CH:23]=[CH:22][C:21]([CH3:24])=[CH:20][CH:19]=3)=[C:9]([C:11]3[CH:12]=[CH:13][C:14]([CH3:17])=[CH:15][CH:16]=3)[N:10]=[C:5]2[CH2:4]1. (4) The product is: [CH3:1][C:2]1[CH:3]=[CH:4][C:5]([C:21]([NH:23][C:24]2[CH:25]=[C:26]([C:36]([F:38])([F:39])[F:37])[CH:27]=[C:28]([N:30]3[CH:34]=[N:33][C:32]([CH3:35])=[CH:31]3)[CH:29]=2)=[O:22])=[CH:6][C:7]=1[NH:8][C:9]1[N:10]=[CH:11][CH:12]=[C:13]([C:15]2[CH:16]=[CH:17][CH:18]=[N:19][CH:20]=2)[N:14]=1.[C:40]([O-:47])(=[O:46])[CH2:41][CH2:42][C:43]([O-:45])=[O:44]. Given the reactants [CH3:1][C:2]1[CH:3]=[CH:4][C:5]([C:21]([NH:23][C:24]2[CH:25]=[C:26]([C:36]([F:39])([F:38])[F:37])[CH:27]=[C:28]([N:30]3[CH:34]=[N:33][C:32]([CH3:35])=[CH:31]3)[CH:29]=2)=[O:22])=[CH:6][C:7]=1[NH:8][C:9]1[N:10]=[CH:11][CH:12]=[C:13]([C:15]2[CH:16]=[CH:17][CH:18]=[N:19][CH:20]=2)[N:14]=1.[C:40]([OH:47])(=[O:46])[CH2:41][CH2:42][C:43]([OH:45])=[O:44], predict the reaction product. (5) Given the reactants [C:1]1([C@H:7]([NH2:9])[CH3:8])[CH:6]=[CH:5][CH:4]=[CH:3][CH:2]=1.[CH3:10][C:11]([C:21]1[C:29]2[O:28][CH2:27][CH2:26][C:25]=2[CH:24]=[CH:23][CH:22]=1)([CH3:20])[CH2:12][C:13]1([C:16]([F:19])([F:18])[F:17])[CH2:15][O:14]1, predict the reaction product. The product is: [O:28]1[C:29]2[C:21]([C:11]([CH3:20])([CH3:10])[CH2:12][C:13]([CH2:15][NH:9][C@@H:7]([C:1]3[CH:6]=[CH:5][CH:4]=[CH:3][CH:2]=3)[CH3:8])([OH:14])[C:16]([F:18])([F:19])[F:17])=[CH:22][CH:23]=[CH:24][C:25]=2[CH2:26][CH2:27]1. (6) Given the reactants Br[C:2]1[CH:3]=[C:4]([C@@H:8]([NH:10][C:11]([C:13]2[CH:14]=[C:15]3[C:19](=[CH:20][CH:21]=2)[N:18]([CH2:22][C:23]2[CH:28]=[CH:27][C:26]([C:29]4[C:30]([C:35]([O:37][C:38]([CH3:41])([CH3:40])[CH3:39])=[O:36])=[CH:31][CH:32]=[CH:33][CH:34]=4)=[CH:25][CH:24]=2)[C:17]([CH3:42])=[C:16]3[CH3:43])=[O:12])[CH3:9])[CH:5]=[CH:6][CH:7]=1.[CH:44]1(B(O)O)[CH2:46][CH2:45]1.P([O-])([O-])([O-])=O.[K+].[K+].[K+].O, predict the reaction product. The product is: [CH:44]1([C:2]2[CH:3]=[C:4]([C@@H:8]([NH:10][C:11]([C:13]3[CH:14]=[C:15]4[C:19](=[CH:20][CH:21]=3)[N:18]([CH2:22][C:23]3[CH:24]=[CH:25][C:26]([C:29]5[C:30]([C:35]([O:37][C:38]([CH3:40])([CH3:39])[CH3:41])=[O:36])=[CH:31][CH:32]=[CH:33][CH:34]=5)=[CH:27][CH:28]=3)[C:17]([CH3:42])=[C:16]4[CH3:43])=[O:12])[CH3:9])[CH:5]=[CH:6][CH:7]=2)[CH2:46][CH2:45]1. (7) Given the reactants [C:1]1([C@H:7]2[C@@H:11]([C:12]3[CH:17]=[CH:16][CH:15]=[CH:14][CH:13]=3)[NH:10][C:9](=[S:18])[NH:8]2)[CH:6]=[CH:5][CH:4]=[CH:3][CH:2]=1.[Cl:19][C:20]1[CH:21]=[C:22]([CH:25]=[CH:26][CH:27]=1)[CH2:23]Cl, predict the reaction product. The product is: [ClH:19].[Cl:19][C:20]1[CH:21]=[C:22]([CH:25]=[CH:26][CH:27]=1)[CH2:23][S:18][C:9]1[NH:8][C@H:7]([C:1]2[CH:2]=[CH:3][CH:4]=[CH:5][CH:6]=2)[C@H:11]([C:12]2[CH:13]=[CH:14][CH:15]=[CH:16][CH:17]=2)[N:10]=1. (8) Given the reactants [NH2:1][C:2]1[C:6]2([CH2:11][CH2:10][N:9]([CH2:12][C:13]3[CH:18]=[CH:17][CH:16]=[CH:15][CH:14]=3)[CH:8]([CH3:19])[CH2:7]2)[N:5]([C:20]2[CH:25]=[C:24]([F:26])[CH:23]=[CH:22][C:21]=2[C:27]2[CH:32]=[CH:31][C:30]([S:33]([CH3:36])(=[O:35])=[O:34])=[CH:29][CH:28]=2)[C:4](=[O:37])[N:3]=1.[CH3:38][O:39][CH:40]([O:43][CH3:44])[CH2:41]N, predict the reaction product. The product is: [CH2:12]([N:9]1[CH2:10][CH2:11][C:6]2([N:5]([C:20]3[CH:25]=[C:24]([F:26])[CH:23]=[CH:22][C:21]=3[C:27]3[CH:28]=[CH:29][C:30]([S:33]([CH3:36])(=[O:35])=[O:34])=[CH:31][CH:32]=3)[C:4](=[O:37])[N:3]=[C:2]2[NH:1][CH2:41][CH:40]([O:43][CH3:44])[O:39][CH3:38])[CH2:7][CH:8]1[CH3:19])[C:13]1[CH:18]=[CH:17][CH:16]=[CH:15][CH:14]=1. (9) Given the reactants [CH3:1][C:2]1[C:7]([C:8]2[CH:17]=[CH:16][C:15]3[C:10](=[CH:11][CH:12]=[C:13]([CH2:18][C:19]([O:21]C)=[O:20])[CH:14]=3)[N:9]=2)=[CH:6][CH:5]=[CH:4][N:3]=1, predict the reaction product. The product is: [CH3:1][C:2]1[C:7]([C:8]2[CH:17]=[CH:16][C:15]3[C:10](=[CH:11][CH:12]=[C:13]([CH2:18][C:19]([OH:21])=[O:20])[CH:14]=3)[N:9]=2)=[CH:6][CH:5]=[CH:4][N:3]=1.